This data is from Forward reaction prediction with 1.9M reactions from USPTO patents (1976-2016). The task is: Predict the product of the given reaction. (1) Given the reactants [OH:1][CH:2]1[CH:6]2[O:7][C:8](=[O:18])[CH:9]3[CH:10]([C:11]([O:13][C:14]([CH3:17])([CH3:16])[CH3:15])=[O:12])[CH:3]1[CH2:4][CH:5]23.C(N(CC)CC)C.[C:26]12([C:36](Cl)=[O:37])[CH2:35][CH:30]3[CH2:31][CH:32]([CH2:34][CH:28]([CH2:29]3)[CH2:27]1)[CH2:33]2.O, predict the reaction product. The product is: [C:26]12([C:36]([O:1][CH:2]3[CH:6]4[O:7][C:8](=[O:18])[CH:9]5[CH:10]([C:11]([O:13][C:14]([CH3:15])([CH3:17])[CH3:16])=[O:12])[CH:3]3[CH2:4][CH:5]45)=[O:37])[CH2:33][CH:32]3[CH2:31][CH:30]([CH2:29][CH:28]([CH2:34]3)[CH2:27]1)[CH2:35]2. (2) The product is: [Cl:1][C:2]1[CH:9]=[CH:8][C:5]([CH:6]=[O:15])=[C:4]([C:10]([F:13])([F:12])[F:11])[CH:3]=1. Given the reactants [Cl:1][C:2]1[CH:9]=[CH:8][C:5]([C:6]#N)=[C:4]([C:10]([F:13])([F:12])[F:11])[CH:3]=1.C(O)=[O:15].O, predict the reaction product. (3) Given the reactants [CH3:1][CH2:2][CH2:3][CH2:4][C:5]1[CH:6]=[CH:7][C:8]([C:11]([OH:13])=O)=[N:9][CH:10]=1.S(Cl)(Cl)=O.Cl.[NH2:19][CH2:20][C:21]1[CH:29]=[CH:28][CH:27]=[C:26]2[C:22]=1[C:23](=[O:39])[N:24]([CH:31]1[CH2:36][CH2:35][C:34](=[O:37])[NH:33][C:32]1=[O:38])[C:25]2=[O:30].C(N(CC)CC)C, predict the reaction product. The product is: [O:38]=[C:32]1[CH:31]([N:24]2[C:23](=[O:39])[C:22]3[C:26](=[CH:27][CH:28]=[CH:29][C:21]=3[CH2:20][NH:19][C:11]([C:8]3[CH:7]=[CH:6][C:5]([CH2:4][CH2:3][CH2:2][CH3:1])=[CH:10][N:9]=3)=[O:13])[C:25]2=[O:30])[CH2:36][CH2:35][C:34](=[O:37])[NH:33]1. (4) The product is: [CH3:17][O:18][C:19]1[CH:20]=[CH:21][C:22]([C:25]2[O:29][C:28]([C:30]([N:1]3[CH2:2][CH:3]([O:5][C:6]4[CH:11]=[CH:10][C:9]([CH2:12][N:13]([CH3:15])[CH3:14])=[C:8]([CH3:16])[CH:7]=4)[CH2:4]3)=[O:31])=[N:27][N:26]=2)=[CH:23][CH:24]=1. Given the reactants [NH:1]1[CH2:4][CH:3]([O:5][C:6]2[CH:11]=[CH:10][C:9]([CH2:12][N:13]([CH3:15])[CH3:14])=[C:8]([CH3:16])[CH:7]=2)[CH2:2]1.[CH3:17][O:18][C:19]1[CH:24]=[CH:23][C:22]([C:25]2[O:29][C:28]([C:30](OCC)=[O:31])=[N:27][N:26]=2)=[CH:21][CH:20]=1, predict the reaction product. (5) Given the reactants [Cl:1][C:2]1[CH:10]=[CH:9][C:5]([C:6](O)=[O:7])=[CH:4][C:3]=1[NH:11][C:12]([C:14]1[C:15](=[O:26])[NH:16][C:17]2[C:22]([CH:23]=1)=[CH:21][N:20]=[C:19]([O:24][CH3:25])[CH:18]=2)=[O:13].[Cl:27][C:28]1[CH:29]=[C:30]([CH:33]=[CH:34][CH:35]=1)[CH2:31][NH2:32], predict the reaction product. The product is: [Cl:1][C:2]1[CH:10]=[CH:9][C:5]([C:6](=[O:7])[NH:32][CH2:31][C:30]2[CH:33]=[CH:34][CH:35]=[C:28]([Cl:27])[CH:29]=2)=[CH:4][C:3]=1[NH:11][C:12]([C:14]1[C:15](=[O:26])[NH:16][C:17]2[C:22]([CH:23]=1)=[CH:21][N:20]=[C:19]([O:24][CH3:25])[CH:18]=2)=[O:13].